Predict the reaction yield, written as a fraction of the theoretical maximum amount of product (1.0 means a 100% yield; for example, 0.34 means a 34% yield). From a dataset of Reaction yield outcomes from USPTO patents with 853,638 reactions. (1) The reactants are [Cl:1][C:2]1[CH:3]=[C:4]([CH:30]=[CH:31][CH:32]=1)[CH2:5][N:6]1[C:10]2=[C:11]([N:18]3[CH2:27][CH2:26][C:25]4[C:20](=[CH:21][CH:22]=[CH:23][CH:24]=4)[CH2:19]3)[N:12]=[C:13]([C:15](O)=[O:16])[CH:14]=[C:9]2[C:8]([CH3:28])=[C:7]1[CH3:29].[NH:33]1[CH2:38][CH2:37][S:36][CH2:35][CH2:34]1. The yield is 0.690. The product is [ClH:1].[Cl:1][C:2]1[CH:3]=[C:4]([CH:30]=[CH:31][CH:32]=1)[CH2:5][N:6]1[C:10]2=[C:11]([N:18]3[CH2:27][CH2:26][C:25]4[C:20](=[CH:21][CH:22]=[CH:23][CH:24]=4)[CH2:19]3)[N:12]=[C:13]([C:15]([SH:36]3[CH2:37][CH2:38][NH:33][CH2:34][CH2:35]3)=[O:16])[CH:14]=[C:9]2[C:8]([CH3:28])=[C:7]1[CH3:29]. No catalyst specified. (2) The reactants are [CH3:1][N:2]([CH3:13])[CH2:3][CH2:4][O:5][CH2:6][CH2:7][O:8][CH2:9][CH2:10][C:11]#[N:12].[NH2:14][OH:15]. The catalyst is CCO. The product is [CH3:13][N:2]([CH3:1])[CH2:3][CH2:4][O:5][CH2:6][CH2:7][O:8][CH2:9][CH2:10][C:11](=[N:14][OH:15])[NH2:12]. The yield is 0.901. (3) The reactants are [C:1]([NH:4][C:5]1[CH:10]=[C:9]([C:11]2[N:12]([CH2:21][O:22][CH2:23][CH2:24][Si:25]([CH3:28])([CH3:27])[CH3:26])[C:13]([C:17]([O:19][CH3:20])=[O:18])=[C:14](Br)[N:15]=2)[CH:8]=[CH:7][N:6]=1)(=[O:3])[CH3:2].[Cl:29][C:30]1[CH:35]=[C:34]([Cl:36])[CH:33]=[CH:32][C:31]=1B(O)O. The catalyst is C(=O)(O)[O-].[Na+].COCCOC.CCOC(C)=O.C1C=CC(P(C2C=CC=CC=2)[C-]2C=CC=C2)=CC=1.C1C=CC(P(C2C=CC=CC=2)[C-]2C=CC=C2)=CC=1.Cl[Pd]Cl.[Fe+2]. The product is [C:1]([NH:4][C:5]1[CH:10]=[C:9]([C:11]2[N:12]([CH2:21][O:22][CH2:23][CH2:24][Si:25]([CH3:28])([CH3:27])[CH3:26])[C:13]([C:17]([O:19][CH3:20])=[O:18])=[C:14]([C:33]3[CH:32]=[CH:31][C:30]([Cl:29])=[CH:35][C:34]=3[Cl:36])[N:15]=2)[CH:8]=[CH:7][N:6]=1)(=[O:3])[CH3:2]. The yield is 0.860.